Dataset: Forward reaction prediction with 1.9M reactions from USPTO patents (1976-2016). Task: Predict the product of the given reaction. (1) Given the reactants [NH:1]1[CH:5]=[CH:4][CH:3]=[C:2]1[C:6]([O:8][CH3:9])=O.[CH2:10]([C:12]1[CH:17]=[CH:16][C:15](B(O)O)=[CH:14][CH:13]=1)[CH3:11].[CH3:21][C:22]1[C:27](C)=[C:26](O)[CH:25]=[CH:24][C:23]=1[CH2:30][CH2:31][C:32]([O:34]CC)=[O:33], predict the reaction product. The product is: [CH2:10]([C:12]1[CH:17]=[CH:16][C:15]([N:1]2[CH:5]=[CH:4][CH:3]=[C:2]2[CH2:6][O:8][C:9]2[CH:25]=[CH:24][C:23]([CH2:30][CH2:31][C:32]([OH:34])=[O:33])=[C:22]([CH3:21])[C:27]=2[CH3:26])=[CH:14][CH:13]=1)[CH3:11]. (2) The product is: [CH2:10]([N:17]1[CH2:7][CH2:6][P:2](=[O:3])([CH3:1])[CH2:20][CH2:24]1)[C:11]1[CH:16]=[CH:15][CH:14]=[CH:13][CH:12]=1. Given the reactants [CH3:1][P:2](Cl)(Cl)=[O:3].[CH:6]([Mg]Cl)=[CH2:7].[CH2:10]([NH2:17])[C:11]1[CH:16]=[CH:15][CH:14]=[CH:13][CH:12]=1.[Cl-].[NH4+].[CH2:20]1[CH2:24]OCC1, predict the reaction product.